This data is from Full USPTO retrosynthesis dataset with 1.9M reactions from patents (1976-2016). The task is: Predict the reactants needed to synthesize the given product. Given the product [N:25]1[CH:26]=[CH:27][C:22]([C:21]([C:15]2[CH:14]=[C:13]3[C:18]4=[C:17]([CH2:7][CH2:8][N:9]4[C:10](=[O:19])[CH2:11][CH2:12]3)[CH:16]=2)=[O:28])=[CH:23][CH:24]=1, predict the reactants needed to synthesize it. The reactants are: [Al+3].[Cl-].[Cl-].[Cl-].[Na+].[Cl-].[CH2:7]1[C:17]2=[C:18]3[C:13](=[CH:14][CH:15]=[CH:16]2)[CH2:12][CH2:11][C:10](=[O:19])[N:9]3[CH2:8]1.Cl.[C:21](Cl)(=[O:28])[C:22]1[CH:27]=[CH:26][N:25]=[CH:24][CH:23]=1.Cl.